The task is: Binary Classification. Given a T-cell receptor sequence (or CDR3 region) and an epitope sequence, predict whether binding occurs between them.. This data is from TCR-epitope binding with 47,182 pairs between 192 epitopes and 23,139 TCRs. (1) The epitope is GTITSGWTF. The TCR CDR3 sequence is CASSYRGLGSGGNQPQHF. Result: 0 (the TCR does not bind to the epitope). (2) The epitope is YLKLTDNVYIK. The TCR CDR3 sequence is CASSVGGKTEAFF. Result: 0 (the TCR does not bind to the epitope). (3) The epitope is FSKQLQQSM. The TCR CDR3 sequence is CASSPSGTFYEQYF. Result: 1 (the TCR binds to the epitope). (4) The epitope is FRYMNSQGL. The TCR CDR3 sequence is CASSLAIQAIAGGPNNEQFF. Result: 0 (the TCR does not bind to the epitope). (5) The epitope is FLPRVFSAV. The TCR CDR3 sequence is CASSFIAGQQETQYF. Result: 1 (the TCR binds to the epitope). (6) The TCR CDR3 sequence is CASSEVFGANTEAFF. Result: 1 (the TCR binds to the epitope). The epitope is RLRAEAQVK.